This data is from Full USPTO retrosynthesis dataset with 1.9M reactions from patents (1976-2016). The task is: Predict the reactants needed to synthesize the given product. Given the product [CH3:1][O:2][C:3]1[CH:11]=[C:10]2[C:6]([CH:7]=[N:8][N:9]2[CH:12]2[CH2:17][CH2:16][CH2:15][CH2:14][O:13]2)=[C:5]([CH2:18][NH2:19])[CH:4]=1, predict the reactants needed to synthesize it. The reactants are: [CH3:1][O:2][C:3]1[CH:4]=[C:5]([C:18]#[N:19])[C:6]2[CH:7]=[N:8][N:9]([CH:12]3[CH2:17][CH2:16][CH2:15][CH2:14][O:13]3)[C:10]=2[CH:11]=1.